This data is from Forward reaction prediction with 1.9M reactions from USPTO patents (1976-2016). The task is: Predict the product of the given reaction. (1) Given the reactants [F:1][C:2]1[C:10]([F:11])=[CH:9][CH:8]=[C:7]2[C:3]=1[C:4]([S:15]([C:18]1[CH:23]=[C:22]([CH3:24])[CH:21]=[C:20]([CH3:25])[CH:19]=1)(=[O:17])=[O:16])=[C:5]([C:12](O)=[O:13])[NH:6]2.Cl.[NH2:27][C@H:28]([C:31]([NH2:33])=[O:32])[CH2:29][OH:30].C(N(CC)CC)C.CN(C)C=[O:44], predict the reaction product. The product is: [F:1][C:2]1[C:10]([F:11])=[CH:9][CH:8]=[C:7]2[C:3]=1[C:4]([S:15]([C:18]1[CH:19]=[C:20]([CH3:25])[CH:21]=[C:22]([CH3:24])[CH:23]=1)(=[O:17])=[O:16])=[CH:5][NH:6]2.[C:29]([C@@:28]([C:31]([NH2:33])=[O:32])([CH2:12][OH:13])[NH2:27])([OH:44])=[O:30]. (2) Given the reactants [C:1]([NH:9][C:10]1[CH:19]=[C:18]2[C:13]([CH:14]=[CH:15][CH:16]=[C:17]2[N:20]2[CH2:25][CH2:24][N:23](C)[CH2:22][CH2:21]2)=[CH:12][CH:11]=1)(=[O:8])[C:2]1[CH:7]=[CH:6][CH:5]=[CH:4][CH:3]=1.ClC(OC(Cl)C)=O.CO, predict the reaction product. The product is: [C:1]([NH:9][C:10]1[CH:19]=[C:18]2[C:13]([CH:14]=[CH:15][CH:16]=[C:17]2[N:20]2[CH2:25][CH2:24][NH:23][CH2:22][CH2:21]2)=[CH:12][CH:11]=1)(=[O:8])[C:2]1[CH:3]=[CH:4][CH:5]=[CH:6][CH:7]=1.